From a dataset of Reaction yield outcomes from USPTO patents with 853,638 reactions. Predict the reaction yield, written as a fraction of the theoretical maximum amount of product (1.0 means a 100% yield; for example, 0.34 means a 34% yield). The reactants are [Cl:1][CH2:2][C:3](Cl)=[O:4].[NH2:6][C:7]1[CH:12]=[C:11]([O:13][CH2:14][C:15]2[CH:20]=[CH:19][CH:18]=[CH:17][CH:16]=2)[CH:10]=[CH:9][C:8]=1[S:21]([NH:24][C:25]1[CH:26]=[CH:27][C:28]2[CH2:32][O:31][B:30]([OH:33])[C:29]=2[CH:34]=1)(=[O:23])=[O:22]. The catalyst is C(Cl)Cl. The product is [CH2:14]([O:13][C:11]1[CH:10]=[CH:9][C:8]([S:21](=[O:23])(=[O:22])[NH:24][C:25]2[CH:26]=[CH:27][C:28]3[CH2:32][O:31][B:30]([OH:33])[C:29]=3[CH:34]=2)=[C:7]([NH:6][C:3](=[O:4])[CH2:2][Cl:1])[CH:12]=1)[C:15]1[CH:16]=[CH:17][CH:18]=[CH:19][CH:20]=1. The yield is 0.670.